This data is from Forward reaction prediction with 1.9M reactions from USPTO patents (1976-2016). The task is: Predict the product of the given reaction. (1) Given the reactants [Cl:1][C:2]1[CH:7]=[C:6]([CH2:8][OH:9])[CH:5]=[C:4]([C:10]([F:13])([F:12])[F:11])[N:3]=1.N1C=CN=C1.[C:19]([Si:23](Cl)([C:30]1[CH:35]=[CH:34][CH:33]=[CH:32][CH:31]=1)[C:24]1[CH:29]=[CH:28][CH:27]=[CH:26][CH:25]=1)([CH3:22])([CH3:21])[CH3:20], predict the reaction product. The product is: [Si:23]([O:9][CH2:8][C:6]1[CH:5]=[C:4]([C:10]([F:11])([F:12])[F:13])[N:3]=[C:2]([Cl:1])[CH:7]=1)([C:19]([CH3:22])([CH3:21])[CH3:20])([C:30]1[CH:31]=[CH:32][CH:33]=[CH:34][CH:35]=1)[C:24]1[CH:29]=[CH:28][CH:27]=[CH:26][CH:25]=1. (2) Given the reactants C(OC(C)C)(=O)C.[C:8]([NH:11][C:12]1[CH:17]=[CH:16][C:15]([O:18]C(=O)C)=[CH:14][C:13]=1[O:22][CH2:23][C@:24]1([CH3:27])[CH2:26][O:25]1)(=[O:10])[CH3:9].[Cl:28][C:29]1[CH:42]=[CH:41][C:32]([CH2:33][N:34]2[CH2:39][CH2:38][CH:37]([NH2:40])[CH2:36][CH2:35]2)=[CH:31][CH:30]=1.C(OC(C)C)(=O)C.CO.[C:52]([OH:60])(=[O:59])[C:53]1[CH:58]=[CH:57][CH:56]=[CH:55][CH:54]=1, predict the reaction product. The product is: [C:52]([OH:60])(=[O:59])[C:53]1[CH:58]=[CH:57][CH:56]=[CH:55][CH:54]=1.[Cl:28][C:29]1[CH:30]=[CH:31][C:32]([CH2:33][N:34]2[CH2:35][CH2:36][CH:37]([NH:40][CH2:26][C@@:24]([OH:25])([CH3:27])[CH2:23][O:22][C:13]3[CH:14]=[C:15]([OH:18])[CH:16]=[CH:17][C:12]=3[NH:11][C:8](=[O:10])[CH3:9])[CH2:38][CH2:39]2)=[CH:41][CH:42]=1. (3) Given the reactants Cl[CH2:2][CH2:3][CH2:4][N:5]1[CH:14]=[C:13]([C:15]2[CH:20]=[CH:19][C:18]([O:21][CH3:22])=[CH:17][CH:16]=2)[C:12](=[O:23])[C:11]2[C:6]1=[C:7]([O:27][CH2:28][CH2:29][CH3:30])[CH:8]=[C:9]1[CH2:26][CH2:25][CH2:24][C:10]1=2.[NH:31]1[CH2:36][CH2:35][O:34][CH2:33][CH2:32]1.C(=O)([O-])[O-].[K+].[K+].[I-].[Na+], predict the reaction product. The product is: [CH3:22][O:21][C:18]1[CH:17]=[CH:16][C:15]([C:13]2[C:12](=[O:23])[C:11]3[C:6](=[C:7]([O:27][CH2:28][CH2:29][CH3:30])[CH:8]=[C:9]4[CH2:26][CH2:25][CH2:24][C:10]4=3)[N:5]([CH2:4][CH2:3][CH2:2][N:31]3[CH2:36][CH2:35][O:34][CH2:33][CH2:32]3)[CH:14]=2)=[CH:20][CH:19]=1. (4) Given the reactants [Si:1]([O:8][CH2:9][C@H:10]1[CH2:14][CH2:13][C:12](=[O:15])[N:11]1[CH2:16][C:17]([NH2:19])=O)([C:4]([CH3:7])([CH3:6])[CH3:5])([CH3:3])[CH3:2].COC1C=CC(P2(SP(C3C=CC(OC)=CC=3)(=S)S2)=[S:29])=CC=1.C(=O)(O)[O-].[Na+].C(OCC)(=O)C, predict the reaction product. The product is: [Si:1]([O:8][CH2:9][C@H:10]1[CH2:14][CH2:13][C:12](=[O:15])[N:11]1[CH2:16][C:17](=[S:29])[NH2:19])([C:4]([CH3:7])([CH3:6])[CH3:5])([CH3:3])[CH3:2]. (5) Given the reactants [Cl:1][C:2]1[C:3]([C:8]2[CH:9]=[C:10]3[C:14](=[CH:15][CH:16]=2)[NH:13][N:12]=[C:11]3[NH:17][C:18]2[S:19][C:20]([CH2:23][N:24]([CH3:26])[CH3:25])=[CH:21][N:22]=2)=[N:4][CH:5]=[CH:6][CH:7]=1.[H][H].[Cl-:29].C(OCC)(=O)C, predict the reaction product. The product is: [ClH:1].[ClH:29].[ClH:1].[Cl:1][C:2]1[C:3]([C:8]2[CH:9]=[C:10]3[C:14](=[CH:15][CH:16]=2)[NH:13][N:12]=[C:11]3[NH:17][C:18]2[S:19][C:20]([CH2:23][N:24]([CH3:26])[CH3:25])=[CH:21][N:22]=2)=[N:4][CH:5]=[CH:6][CH:7]=1. (6) Given the reactants CS(C)=O.C(Cl)(=O)C(Cl)=O.[C:11]([N:18]1[CH2:24][CH2:23][CH2:22][C@H:19]1[CH2:20][OH:21])([O:13][C:14]([CH3:17])([CH3:16])[CH3:15])=[O:12].C(N(CC)CC)C, predict the reaction product. The product is: [C:11]([N:18]1[CH2:24][CH2:23][CH2:22][C@H:19]1[CH:20]=[O:21])([O:13][C:14]([CH3:17])([CH3:16])[CH3:15])=[O:12].